Dataset: Forward reaction prediction with 1.9M reactions from USPTO patents (1976-2016). Task: Predict the product of the given reaction. (1) Given the reactants Cl.[F:2][C:3]1([F:8])[CH2:7][CH2:6][NH:5][CH2:4]1.[C:9]([O:13][C:14]([N:16]1[CH2:19][C:18](=O)[CH2:17]1)=[O:15])([CH3:12])([CH3:11])[CH3:10].C(N(CC)CC)C.C(O[BH-](OC(=O)C)OC(=O)C)(=O)C.[Na+], predict the reaction product. The product is: [C:9]([O:13][C:14]([N:16]1[CH2:19][CH:18]([N:5]2[CH2:6][CH2:7][C:3]([F:8])([F:2])[CH2:4]2)[CH2:17]1)=[O:15])([CH3:12])([CH3:10])[CH3:11]. (2) Given the reactants [C:1]([Sn](CCCC)(CCCC)CCCC)#[N:2].FC(F)(F)S(O[C:22]1[CH:23]=[CH:24][C:25]([C:28]2[N:32]([C:33]3[CH:34]=[N:35][CH:36]=[CH:37][CH:38]=3)[N:31]=[C:30]([C:39]([N:41]3[CH2:46][CH2:45][C:44]([F:48])([F:47])[CH2:43][CH2:42]3)=[O:40])[CH:29]=2)=[N:26][CH:27]=1)(=O)=O.C(=O)([O-])O.[Na+], predict the reaction product. The product is: [C:1]([C:22]1[CH:23]=[CH:24][C:25]([C:28]2[N:32]([C:33]3[CH:34]=[N:35][CH:36]=[CH:37][CH:38]=3)[N:31]=[C:30]([C:39]([N:41]3[CH2:42][CH2:43][C:44]([F:48])([F:47])[CH2:45][CH2:46]3)=[O:40])[CH:29]=2)=[N:26][CH:27]=1)#[N:2]. (3) Given the reactants C([S:8][C:9]1[CH:10]=[C:11]2[C:16](=[CH:17][CH:18]=1)[N:15]([C:19]1[C:20]([O:28][CH3:29])=[CH:21][C:22]([Br:27])=[C:23]([CH:26]=1)[C:24]#[N:25])[C:14](=[O:30])[CH:13]=[CH:12]2)C1C=CC=CC=1.ClN1C(C)(C)C(=[O:39])N(Cl)C1=O.[F:42][C:43]1[C:48]([F:49])=[C:47]([F:50])[C:46]([F:51])=[C:45]([F:52])[C:44]=1[OH:53].C(N(CC)CC)C.[OH2:61], predict the reaction product. The product is: [Br:27][C:22]1[C:23]([C:24]#[N:25])=[CH:26][C:19]([N:15]2[C:16]3[C:11](=[CH:10][C:9]([S:8]([O:53][C:44]4[C:43]([F:42])=[C:48]([F:49])[C:47]([F:50])=[C:46]([F:51])[C:45]=4[F:52])(=[O:39])=[O:61])=[CH:18][CH:17]=3)[CH:12]=[CH:13][C:14]2=[O:30])=[C:20]([O:28][CH3:29])[CH:21]=1.